Dataset: Full USPTO retrosynthesis dataset with 1.9M reactions from patents (1976-2016). Task: Predict the reactants needed to synthesize the given product. (1) Given the product [CH2:3]([O:5][C:6]([C:8]1[N:21]([CH2:23][C:24]2[CH:28]=[C:27]([C:29]3[S:30][C:31]([Cl:34])=[CH:32][CH:33]=3)[O:26][N:25]=2)[C:11]2=[CH:12][N:13]=[C:14]([O:16][CH2:17][CH2:18][O:19][CH3:20])[CH:15]=[C:10]2[CH:9]=1)=[O:7])[CH3:4], predict the reactants needed to synthesize it. The reactants are: [H-].[Na+].[CH2:3]([O:5][C:6]([C:8]1[NH:21][C:11]2=[CH:12][N:13]=[C:14]([O:16][CH2:17][CH2:18][O:19][CH3:20])[CH:15]=[C:10]2[CH:9]=1)=[O:7])[CH3:4].Br[CH2:23][C:24]1[CH:28]=[C:27]([C:29]2[S:30][C:31]([Cl:34])=[CH:32][CH:33]=2)[O:26][N:25]=1. (2) Given the product [C:15]([CH2:16][CH2:14][N:4]([CH3:3])[CH2:5][CH2:6][CH2:7][NH:8][C:9](=[O:13])[C:10]([CH3:12])=[CH2:11])([OH:1])=[O:17], predict the reactants needed to synthesize it. The reactants are: [OH-:1].[K+].[CH3:3][N:4]([CH3:14])[CH2:5][CH2:6][CH2:7][NH:8][C:9](=[O:13])[C:10]([CH3:12])=[CH2:11].[CH2:15]([OH:17])[CH3:16]. (3) Given the product [N:1]1[CH:16]=[CH:17][N:3]2[C:4]([NH2:8])=[CH:5][CH:6]=[CH:7][C:2]=12, predict the reactants needed to synthesize it. The reactants are: [NH2:1][C:2]1[CH:7]=[CH:6][CH:5]=[C:4]([NH2:8])[N:3]=1.O.C(=O)(O)[O-].[Na+].Cl[CH2:16][CH:17]=O. (4) Given the product [CH3:1][O:2][C:3](=[O:16])[C:4]1[CH:9]=[C:8]([N+:10]([O-:12])=[O:11])[CH:7]=[C:6]([C:13]([NH:27][CH2:26][CH:25]([O:28][CH3:29])[O:24][CH3:23])=[O:14])[CH:5]=1, predict the reactants needed to synthesize it. The reactants are: [CH3:1][O:2][C:3](=[O:16])[C:4]1[CH:9]=[C:8]([N+:10]([O-:12])=[O:11])[CH:7]=[C:6]([C:13](Cl)=[O:14])[CH:5]=1.C([O-])([O-])=O.[K+].[K+].[CH3:23][O:24][CH:25]([O:28][CH3:29])[CH2:26][NH2:27]. (5) Given the product [C:4]([CH2:6][CH2:7][CH2:8][O:9][C:10]1[CH:17]=[CH:16][C:13]([CH:14]=[O:15])=[CH:12][C:11]=1[F:18])([OH:5])=[O:3], predict the reactants needed to synthesize it. The reactants are: C([O:3][C:4]([CH2:6][CH2:7][CH2:8][O:9][C:10]1[CH:17]=[CH:16][C:13]([CH:14]=[O:15])=[CH:12][C:11]=1[F:18])=[O:5])C.[OH-].[Na+].